Dataset: Catalyst prediction with 721,799 reactions and 888 catalyst types from USPTO. Task: Predict which catalyst facilitates the given reaction. (1) Reactant: [C:1]([O:5][C:6]([NH:8][C@H:9]([CH2:14][C:15]1[C:23]2[C:18](=[CH:19][CH:20]=[CH:21][CH:22]=2)[NH:17][CH:16]=1)[C:10](OC)=[O:11])=[O:7])([CH3:4])([CH3:3])[CH3:2].[NH3:24]. Product: [NH2:24][C:10](=[O:11])[C@H:9]([NH:8][C:6](=[O:7])[O:5][C:1]([CH3:4])([CH3:3])[CH3:2])[CH2:14][C:15]1[C:23]2[C:18](=[CH:19][CH:20]=[CH:21][CH:22]=2)[NH:17][CH:16]=1. The catalyst class is: 5. (2) Reactant: [Cl:1][C:2]1[CH:7]=[CH:6][C:5]([C:8]2[C:16]3[C:15]([NH2:17])=[N:14][CH:13]=[N:12][C:11]=3[N:10]([C:18]3[CH:23]=[CH:22][C:21]([N+:24]([O-:26])=[O:25])=[CH:20][CH:19]=3)[CH:9]=2)=[CH:4][CH:3]=1.C1C(=O)N([Cl:34])C(=O)C1. Product: [Cl:34][C:9]1[N:10]([C:18]2[CH:23]=[CH:22][C:21]([N+:24]([O-:26])=[O:25])=[CH:20][CH:19]=2)[C:11]2[N:12]=[CH:13][N:14]=[C:15]([NH2:17])[C:16]=2[C:8]=1[C:5]1[CH:4]=[CH:3][C:2]([Cl:1])=[CH:7][CH:6]=1. The catalyst class is: 26.